Dataset: Peptide-MHC class I binding affinity with 185,985 pairs from IEDB/IMGT. Task: Regression. Given a peptide amino acid sequence and an MHC pseudo amino acid sequence, predict their binding affinity value. This is MHC class I binding data. (1) The peptide sequence is TYGWNLVRL. The MHC is HLA-A24:02 with pseudo-sequence HLA-A24:02. The binding affinity (normalized) is 0.747. (2) The peptide sequence is RVYLQGHGY. The MHC is HLA-A30:01 with pseudo-sequence HLA-A30:01. The binding affinity (normalized) is 0.403.